This data is from Catalyst prediction with 721,799 reactions and 888 catalyst types from USPTO. The task is: Predict which catalyst facilitates the given reaction. Product: [NH2:16][C:11]1[CH:10]=[CH:9][C:8]([N:7]2[CH:1]3[CH2:6][CH2:5][CH:4]2[CH2:3][CH2:2]3)=[CH:15][C:12]=1[C:13]#[N:14]. Reactant: [CH:1]12[N:7]([C:8]3[CH:9]=[CH:10][C:11]([N+:16]([O-])=O)=[C:12]([CH:15]=3)[C:13]#[N:14])[CH:4]([CH2:5][CH2:6]1)[CH2:3][CH2:2]2. The catalyst class is: 45.